From a dataset of Merck oncology drug combination screen with 23,052 pairs across 39 cell lines. Regression. Given two drug SMILES strings and cell line genomic features, predict the synergy score measuring deviation from expected non-interaction effect. (1) Drug 1: Cn1nnc2c(C(N)=O)ncn2c1=O. Drug 2: COC1=C2CC(C)CC(OC)C(O)C(C)C=C(C)C(OC(N)=O)C(OC)C=CC=C(C)C(=O)NC(=CC1=O)C2=O. Synergy scores: synergy=-8.21. Cell line: OV90. (2) Drug 1: N#Cc1ccc(Cn2cncc2CN2CCN(c3cccc(Cl)c3)C(=O)C2)cc1. Drug 2: NC1CCCCC1N.O=C(O)C(=O)O.[Pt+2]. Cell line: MDAMB436. Synergy scores: synergy=-5.75. (3) Drug 2: COC1=C2CC(C)CC(OC)C(O)C(C)C=C(C)C(OC(N)=O)C(OC)C=CC=C(C)C(=O)NC(=CC1=O)C2=O. Drug 1: O=C(CCCCCCC(=O)Nc1ccccc1)NO. Synergy scores: synergy=-3.16. Cell line: HT29.